Dataset: hERG potassium channel inhibition data for cardiac toxicity prediction from Karim et al.. Task: Regression/Classification. Given a drug SMILES string, predict its toxicity properties. Task type varies by dataset: regression for continuous values (e.g., LD50, hERG inhibition percentage) or binary classification for toxic/non-toxic outcomes (e.g., AMES mutagenicity, cardiotoxicity, hepatotoxicity). Dataset: herg_karim. (1) The drug is CN(CCCOc1ccc([N+](=O)[O-])cc1)Cc1ccc([N+](=O)[O-])cc1. The result is 1 (blocker). (2) The molecule is COc1cc(N2C(=O)N(c3ccc(-c4ccc(C(=O)O)cc4C)nc3)C(=O)C23CCN(Cc2ncccc2C)CC3)ncn1. The result is 1 (blocker). (3) The compound is COCC(=O)N1CCC(n2cc(-c3cnc(N)c(-c4nc5ccccc5o4)c3)cn2)CC1. The result is 0 (non-blocker). (4) The compound is CC[C@H](CO)Nc1nc(NCc2ccccc2)c2ncn(C(C)C)c2n1. The result is 0 (non-blocker). (5) The molecule is Cn1nc(NCC(=O)NC2CN([C@H]3CC[C@@H](C#N)CC3)C2)c2cc(C(F)(F)F)ccc21. The result is 0 (non-blocker). (6) The drug is CN1C(=O)CN=C(c2ccccc2)c2cc(Cl)ccc21. The result is 0 (non-blocker). (7) The compound is CC(C)N1CC(C(=O)Nc2ccc(Cl)cn2)C(C(=O)Nc2ccc(-n3ccccc3=O)cc2F)C1. The result is 0 (non-blocker).